This data is from Full USPTO retrosynthesis dataset with 1.9M reactions from patents (1976-2016). The task is: Predict the reactants needed to synthesize the given product. Given the product [CH3:18][S:17][C:14]1[CH:13]=[CH:12][C:11]([C:3]([C:5]2([N:19]3[CH2:24][CH2:23][O:22][CH2:21][CH2:20]3)[CH2:6][CH2:7][CH2:8][CH2:9][CH2:10]2)=[O:4])=[CH:16][CH:15]=1, predict the reactants needed to synthesize it. The reactants are: CO[C:3]1([C:11]2[CH:16]=[CH:15][C:14]([S:17][CH3:18])=[CH:13][CH:12]=2)[C:5]2([CH2:10][CH2:9][CH2:8][CH2:7][CH2:6]2)[O:4]1.[NH:19]1[CH2:24][CH2:23][O:22][CH2:21][CH2:20]1.